From a dataset of Forward reaction prediction with 1.9M reactions from USPTO patents (1976-2016). Predict the product of the given reaction. (1) Given the reactants [NH2:1][C:2]1[S:6][C:5]2[CH2:7][CH2:8][CH2:9][C:4]=2[C:3]=1[C:10]([C:12]1[CH:17]=[CH:16][C:15]([Cl:18])=[C:14]([Cl:19])[CH:13]=1)=O.[CH:20]1([C:23](=O)[CH2:24][C:25](=[O:27])C)CC1, predict the reaction product. The product is: [Cl:19][C:14]1[CH:13]=[C:12]([C:10]2[C:24]([CH:25]=[O:27])=[C:23]([CH3:20])[N:1]=[C:2]3[S:6][C:5]4[CH2:7][CH2:8][CH2:9][C:4]=4[C:3]=23)[CH:17]=[CH:16][C:15]=1[Cl:18]. (2) The product is: [C:20]1([C:2]2[N:7]=[C:6]3[NH:8][CH:9]=[CH:10][C:5]3=[CH:4][CH:3]=2)[CH:25]=[CH:24][CH:23]=[CH:22][CH:21]=1. Given the reactants Br[C:2]1[N:7]=[C:6]2[N:8](C(=O)C3C=CC=CC=3)[CH:9]=[CH:10][C:5]2=[CH:4][CH:3]=1.O.[C:20]1(B(O)O)[CH:25]=[CH:24][CH:23]=[CH:22][CH:21]=1.C(=O)([O-])[O-].[Na+].[Na+], predict the reaction product. (3) Given the reactants [N+:1]([C:4]1[CH:9]=[CH:8][C:7]([S:10]([C:13]2[CH:21]=[C:20]([CH3:22])[C:19]3[N:18]([CH3:23])[C:17]4[CH2:24][CH:25]5[NH:29][CH:28]([C:16]=4[C:15]=3[C:14]=2[C:30]([O:32][C:33]([CH3:36])([CH3:35])[CH3:34])=[O:31])[CH2:27][CH2:26]5)(=[O:12])=[O:11])=[CH:6][CH:5]=1)([O-])=O, predict the reaction product. The product is: [NH2:1][C:4]1[CH:5]=[CH:6][C:7]([S:10]([C:13]2[CH:21]=[C:20]([CH3:22])[C:19]3[N:18]([CH3:23])[C:17]4[CH2:24][CH:25]5[NH:29][CH:28]([C:16]=4[C:15]=3[C:14]=2[C:30]([O:32][C:33]([CH3:36])([CH3:35])[CH3:34])=[O:31])[CH2:27][CH2:26]5)(=[O:11])=[O:12])=[CH:8][CH:9]=1. (4) Given the reactants C[O:2][C:3]([C@@H:5]1[CH2:39][C@@H:38]2[CH2:40][N:6]1[C:7](=[O:50])[C@H:8]([C:43]1([CH3:49])[CH2:48][CH2:47][CH2:46][CH2:45][CH2:44]1)[NH:9][C:10](=[O:42])[O:11][C@@H:12]1[CH2:41][C@H:13]1[CH2:14][CH2:15][CH2:16][CH2:17][CH2:18][C:19]1[C:20]([O:37]2)=[N:21][C:22]2[CH:23]=[CH:24][CH:25]=[CH:26][C:27]=2[C:28]=1[O:29][CH:30]1[CH2:35][CH2:34][N:33]([CH3:36])[CH2:32][CH2:31]1)=[O:4].O.[OH-].[Li+].CO.C(O)(=O)C, predict the reaction product. The product is: [CH3:49][C:43]1([C@H:8]2[C:7](=[O:50])[N:6]3[CH2:40][C@@H:38]([CH2:39][C@H:5]3[C:3]([OH:4])=[O:2])[O:37][C:20]3=[N:21][C:22]4[CH:23]=[CH:24][CH:25]=[CH:26][C:27]=4[C:28]([O:29][CH:30]4[CH2:35][CH2:34][N:33]([CH3:36])[CH2:32][CH2:31]4)=[C:19]3[CH2:18][CH2:17][CH2:16][CH2:15][CH2:14][C@@H:13]3[CH2:41][C@H:12]3[O:11][C:10](=[O:42])[NH:9]2)[CH2:48][CH2:47][CH2:46][CH2:45][CH2:44]1. (5) Given the reactants [CH2:1]([O:3][C:4](=[O:38])[CH2:5][C:6]1[C:14]2[C:9](=[CH:10][C:11]([C:15]3[CH:20]=[C:19]([N+:21]([O-])=O)[CH:18]=[C:17]([N+:24]([O-])=O)[CH:16]=3)=[CH:12][CH:13]=2)[N:8]([CH2:27][C:28]2[C:29]3[CH:36]=[C:35]([Br:37])[CH:34]=[CH:33][C:30]=3[S:31][CH:32]=2)[CH:7]=1)[CH3:2].Cl, predict the reaction product. The product is: [CH2:1]([O:3][C:4](=[O:38])[CH2:5][C:6]1[C:14]2[C:9](=[CH:10][C:11]([C:15]3[CH:20]=[C:19]([NH2:21])[CH:18]=[C:17]([NH2:24])[CH:16]=3)=[CH:12][CH:13]=2)[N:8]([CH2:27][C:28]2[C:29]3[CH:36]=[C:35]([Br:37])[CH:34]=[CH:33][C:30]=3[S:31][CH:32]=2)[CH:7]=1)[CH3:2]. (6) Given the reactants [CH2:1]([NH:3][C:4]1[N:9]=[C:8]([O:10]C)[C:7]([C:12]2[CH:17]=[CH:16][C:15]([O:18][C:19]3[CH:24]=[CH:23][N:22]=[C:21]([C:25]4[CH:26]=[N:27][N:28]([CH3:30])[CH:29]=4)[CH:20]=3)=[C:14]([CH3:31])[N:13]=2)=[CH:6][N:5]=1)[CH3:2].Br.C([O-])(O)=O.[Na+], predict the reaction product. The product is: [CH2:1]([NH:3][C:4]1[NH:9][C:8](=[O:10])[C:7]([C:12]2[CH:17]=[CH:16][C:15]([O:18][C:19]3[CH:24]=[CH:23][N:22]=[C:21]([C:25]4[CH:26]=[N:27][N:28]([CH3:30])[CH:29]=4)[CH:20]=3)=[C:14]([CH3:31])[N:13]=2)=[CH:6][N:5]=1)[CH3:2]. (7) Given the reactants Cl[C:2]1[N:3]=[CH:4][C:5]2[C:10]([CH3:11])=[CH:9][N:8]([C:12]3[CH:17]=[CH:16][CH:15]=[CH:14][N:13]=3)[C:6]=2[N:7]=1.C(OC([N:25]1[CH2:30][CH2:29][N:28]([C:31]2[CH:32]=[N:33][C:34]([NH2:37])=[CH:35][CH:36]=2)[CH2:27][CH2:26]1)=O)(C)(C)C.C1C=CC(P(C2C(C3C(P(C4C=CC=CC=4)C4C=CC=CC=4)=CC=C4C=3C=CC=C4)=C3C(C=CC=C3)=CC=2)C2C=CC=CC=2)=CC=1.CC(C)([O-])C.[Na+], predict the reaction product. The product is: [CH3:11][C:10]1[C:5]2[CH:4]=[N:3][C:2]([NH:37][C:34]3[CH:35]=[CH:36][C:31]([N:28]4[CH2:27][CH2:26][NH:25][CH2:30][CH2:29]4)=[CH:32][N:33]=3)=[N:7][C:6]=2[N:8]([C:12]2[CH:17]=[CH:16][CH:15]=[CH:14][N:13]=2)[CH:9]=1. (8) Given the reactants [Br:1][C:2]1[C:3]([OH:11])=[N:4][CH:5]=[C:6]([CH:10]=1)[C:7]([OH:9])=[O:8].S(=O)(=O)(O)O.[CH3:17]COCC, predict the reaction product. The product is: [Br:1][C:2]1[C:3]([OH:11])=[N:4][CH:5]=[C:6]([CH:10]=1)[C:7]([O:9][CH3:17])=[O:8]. (9) Given the reactants C([N:8](CC1C=CC=CC=1)[C@H:9]1[CH2:14][CH2:13][C@@H:12]([CH2:15][O:16][CH2:17][CH2:18][CH:19]2[CH2:24][CH2:23][CH2:22][CH2:21][NH:20]2)[CH2:11][CH2:10]1)C1C=CC=CC=1, predict the reaction product. The product is: [NH:20]1[CH2:21][CH2:22][CH2:23][CH2:24][CH:19]1[CH2:18][CH2:17][O:16][CH2:15][C@@H:12]1[CH2:11][CH2:10][C@H:9]([NH2:8])[CH2:14][CH2:13]1. (10) Given the reactants [F:1][C:2]1[C:20]([F:21])=[CH:19][CH:18]=[CH:17][C:3]=1[CH2:4][N:5]1[C:9]2=[N:10][C:11]([CH3:14])=[CH:12][CH:13]=[C:8]2[C:7]([C:15]#[N:16])=[N:6]1.C[O-].[Na+].[Cl-].[NH4+:26].[C:27]([OH:30])(=[O:29])[CH3:28], predict the reaction product. The product is: [C:27]([OH:30])(=[O:29])[CH3:28].[F:1][C:2]1[C:20]([F:21])=[CH:19][CH:18]=[CH:17][C:3]=1[CH2:4][N:5]1[C:9]2=[N:10][C:11]([CH3:14])=[CH:12][CH:13]=[C:8]2[C:7]([C:15](=[NH:26])[NH2:16])=[N:6]1.